From a dataset of NCI-60 drug combinations with 297,098 pairs across 59 cell lines. Regression. Given two drug SMILES strings and cell line genomic features, predict the synergy score measuring deviation from expected non-interaction effect. (1) Drug 1: CC1CCC2CC(C(=CC=CC=CC(CC(C(=O)C(C(C(=CC(C(=O)CC(OC(=O)C3CCCCN3C(=O)C(=O)C1(O2)O)C(C)CC4CCC(C(C4)OC)OCCO)C)C)O)OC)C)C)C)OC. Drug 2: CN(C(=O)NC(C=O)C(C(C(CO)O)O)O)N=O. Cell line: EKVX. Synergy scores: CSS=8.02, Synergy_ZIP=-5.80, Synergy_Bliss=-3.05, Synergy_Loewe=-17.6, Synergy_HSA=-2.50. (2) Drug 1: CCC1(CC2CC(C3=C(CCN(C2)C1)C4=CC=CC=C4N3)(C5=C(C=C6C(=C5)C78CCN9C7C(C=CC9)(C(C(C8N6C)(C(=O)OC)O)OC(=O)C)CC)OC)C(=O)OC)O.OS(=O)(=O)O. Drug 2: COC1=NC(=NC2=C1N=CN2C3C(C(C(O3)CO)O)O)N. Cell line: SK-MEL-28. Synergy scores: CSS=-3.27, Synergy_ZIP=0.237, Synergy_Bliss=-1.18, Synergy_Loewe=-2.37, Synergy_HSA=-2.78. (3) Drug 1: CN1CCC(CC1)COC2=C(C=C3C(=C2)N=CN=C3NC4=C(C=C(C=C4)Br)F)OC. Drug 2: CC(C)NC(=O)C1=CC=C(C=C1)CNNC.Cl. Cell line: NCI-H322M. Synergy scores: CSS=37.8, Synergy_ZIP=0.916, Synergy_Bliss=0.358, Synergy_Loewe=-33.0, Synergy_HSA=-0.917. (4) Drug 1: CC12CCC(CC1=CCC3C2CCC4(C3CC=C4C5=CN=CC=C5)C)O. Drug 2: C#CCC(CC1=CN=C2C(=N1)C(=NC(=N2)N)N)C3=CC=C(C=C3)C(=O)NC(CCC(=O)O)C(=O)O. Cell line: OVCAR3. Synergy scores: CSS=3.55, Synergy_ZIP=-2.41, Synergy_Bliss=-1.89, Synergy_Loewe=-3.01, Synergy_HSA=-2.97. (5) Drug 1: C1=CC=C(C(=C1)C(C2=CC=C(C=C2)Cl)C(Cl)Cl)Cl. Drug 2: C(CCl)NC(=O)N(CCCl)N=O. Cell line: K-562. Synergy scores: CSS=0.354, Synergy_ZIP=0.983, Synergy_Bliss=-7.37, Synergy_Loewe=-19.1, Synergy_HSA=-10.8. (6) Drug 1: CCCCC(=O)OCC(=O)C1(CC(C2=C(C1)C(=C3C(=C2O)C(=O)C4=C(C3=O)C=CC=C4OC)O)OC5CC(C(C(O5)C)O)NC(=O)C(F)(F)F)O. Drug 2: CN(C(=O)NC(C=O)C(C(C(CO)O)O)O)N=O. Cell line: RXF 393. Synergy scores: CSS=10.4, Synergy_ZIP=-8.66, Synergy_Bliss=-8.08, Synergy_Loewe=-36.8, Synergy_HSA=-11.3. (7) Drug 1: CC1=C(C=C(C=C1)NC(=O)C2=CC=C(C=C2)CN3CCN(CC3)C)NC4=NC=CC(=N4)C5=CN=CC=C5. Drug 2: CC1=C2C(C(=O)C3(C(CC4C(C3C(C(C2(C)C)(CC1OC(=O)C(C(C5=CC=CC=C5)NC(=O)C6=CC=CC=C6)O)O)OC(=O)C7=CC=CC=C7)(CO4)OC(=O)C)O)C)OC(=O)C. Cell line: HCC-2998. Synergy scores: CSS=27.0, Synergy_ZIP=14.7, Synergy_Bliss=14.9, Synergy_Loewe=-3.53, Synergy_HSA=11.8. (8) Drug 1: C1CCC(CC1)NC(=O)N(CCCl)N=O. Drug 2: CCC(=C(C1=CC=CC=C1)C2=CC=C(C=C2)OCCN(C)C)C3=CC=CC=C3.C(C(=O)O)C(CC(=O)O)(C(=O)O)O. Cell line: A498. Synergy scores: CSS=5.55, Synergy_ZIP=-2.54, Synergy_Bliss=0.258, Synergy_Loewe=-0.813, Synergy_HSA=-0.940. (9) Synergy scores: CSS=4.21, Synergy_ZIP=-2.30, Synergy_Bliss=0.908, Synergy_Loewe=-2.13, Synergy_HSA=-1.10. Cell line: HCC-2998. Drug 1: CC1=C(C(=CC=C1)Cl)NC(=O)C2=CN=C(S2)NC3=CC(=NC(=N3)C)N4CCN(CC4)CCO. Drug 2: C1CCC(C(C1)N)N.C(=O)(C(=O)[O-])[O-].[Pt+4].